This data is from Full USPTO retrosynthesis dataset with 1.9M reactions from patents (1976-2016). The task is: Predict the reactants needed to synthesize the given product. Given the product [O:20]=[C:19]1[C:18]([C:14]2[S:13][CH:17]=[CH:16][CH:15]=2)=[N:1][C:2]2[C:7](=[CH:6][CH:5]=[C:4]([S:9]([OH:12])(=[O:10])=[O:11])[CH:3]=2)[NH:8]1, predict the reactants needed to synthesize it. The reactants are: [NH2:1][C:2]1[CH:3]=[C:4]([S:9]([OH:12])(=[O:11])=[O:10])[CH:5]=[CH:6][C:7]=1[NH2:8].[S:13]1[CH:17]=[CH:16][CH:15]=[C:14]1[C:18](=O)[C:19](O)=[O:20].